From a dataset of Peptide-MHC class I binding affinity with 185,985 pairs from IEDB/IMGT. Regression. Given a peptide amino acid sequence and an MHC pseudo amino acid sequence, predict their binding affinity value. This is MHC class I binding data. (1) The peptide sequence is VSWPKFAVPNL. The MHC is Patr-B0101 with pseudo-sequence Patr-B0101. The binding affinity (normalized) is 0.544. (2) The peptide sequence is VQHNIKHSF. The MHC is HLA-B15:03 with pseudo-sequence HLA-B15:03. The binding affinity (normalized) is 1.00. (3) The peptide sequence is APGWLIWTY. The MHC is HLA-A02:06 with pseudo-sequence HLA-A02:06. The binding affinity (normalized) is 0.111. (4) The peptide sequence is NKINVELSL. The MHC is Mamu-A07 with pseudo-sequence Mamu-A07. The binding affinity (normalized) is 0.255. (5) The peptide sequence is VSFRYEDQ. The MHC is H-2-Db with pseudo-sequence H-2-Db. The binding affinity (normalized) is 0. (6) The MHC is HLA-A31:01 with pseudo-sequence HLA-A31:01. The peptide sequence is ALYVFCNDHK. The binding affinity (normalized) is 0.241. (7) The peptide sequence is VLRACWNEK. The MHC is HLA-A80:01 with pseudo-sequence HLA-A80:01. The binding affinity (normalized) is 0.0847. (8) The peptide sequence is TFMIITSTK. The MHC is HLA-A33:01 with pseudo-sequence HLA-A33:01. The binding affinity (normalized) is 0.406. (9) The peptide sequence is GRLLGEVEDG. The MHC is Mamu-B08 with pseudo-sequence Mamu-B08. The binding affinity (normalized) is 0.